The task is: Predict the reaction yield, written as a fraction of the theoretical maximum amount of product (1.0 means a 100% yield; for example, 0.34 means a 34% yield).. This data is from Reaction yield outcomes from USPTO patents with 853,638 reactions. The reactants are C(Cl)(=O)C(Cl)=O.CS(C)=O.[CH2:11]([O:13][C:14]([N:16]1[CH2:21][CH2:20][CH:19]([NH:22][S:23]([C:26]2[C:35]3[C:30](=[CH:31][CH:32]=[CH:33][CH:34]=3)[C:29]([CH:36]([OH:38])[CH3:37])=[CH:28][CH:27]=2)(=[O:25])=[O:24])[CH2:18][CH2:17]1)=[O:15])[CH3:12].C(N(CC)CC)C. The catalyst is C(Cl)Cl. The product is [CH2:11]([O:13][C:14]([N:16]1[CH2:21][CH2:20][CH:19]([NH:22][S:23]([C:26]2[C:35]3[C:30](=[CH:31][CH:32]=[CH:33][CH:34]=3)[C:29]([C:36](=[O:38])[CH3:37])=[CH:28][CH:27]=2)(=[O:24])=[O:25])[CH2:18][CH2:17]1)=[O:15])[CH3:12]. The yield is 0.250.